From a dataset of Full USPTO retrosynthesis dataset with 1.9M reactions from patents (1976-2016). Predict the reactants needed to synthesize the given product. Given the product [CH:28]([P:27]([CH:31]([CH3:33])[CH3:32])[C:8]1[N:7]([C:5]([N:4]([CH:1]([CH3:3])[CH3:2])[CH:18]([CH3:20])[CH3:19])=[O:6])[C:11]2[CH:12]=[C:13]([CH3:17])[C:14]([CH3:16])=[CH:15][C:10]=2[N:9]=1)([CH3:30])[CH3:29], predict the reactants needed to synthesize it. The reactants are: [CH:1]([N:4]([CH:18]([CH3:20])[CH3:19])[C:5]([N:7]1[C:11]2[CH:12]=[C:13]([CH3:17])[C:14]([CH3:16])=[CH:15][C:10]=2[N:9]=[CH:8]1)=[O:6])([CH3:3])[CH3:2].[Li]CCCC.Cl[P:27]([CH:31]([CH3:33])[CH3:32])[CH:28]([CH3:30])[CH3:29].